From a dataset of Reaction yield outcomes from USPTO patents with 853,638 reactions. Predict the reaction yield, written as a fraction of the theoretical maximum amount of product (1.0 means a 100% yield; for example, 0.34 means a 34% yield). (1) The reactants are ClC(O[C:5]1[C:13]2[NH:12][C:11]([OH:14])=[N:10][C:9]=2[CH:8]=[CH:7][CH:6]=1)=O.[NH2:15][C:16]1[CH:21]=[CH:20][C:19]([C:22]([O-:24])=[O:23])=[CH:18][CH:17]=1.C(N([CH2:30][CH3:31])CC)C.C1C[O:35][CH2:34]C1. No catalyst specified. The product is [CH2:30]([O:23][C:22]([C:19]1[CH:20]=[CH:21][C:16]([NH:15][C:34]([N:10]2[C:9]3[CH:8]=[CH:7][CH:6]=[CH:5][C:13]=3[NH:12][C:11]2=[O:14])=[O:35])=[CH:17][CH:18]=1)=[O:24])[CH3:31]. The yield is 0.180. (2) The reactants are [Cl:1][C:2]1[CH:3]=[CH:4][C:5]([N+:15]([O-])=O)=[C:6]([CH:14]=1)[CH2:7][N:8]1[CH2:13][CH2:12][O:11][CH2:10][CH2:9]1. The catalyst is CC(O)=O.[Zn]. The product is [Cl:1][C:2]1[CH:3]=[CH:4][C:5]([NH2:15])=[C:6]([CH2:7][N:8]2[CH2:13][CH2:12][O:11][CH2:10][CH2:9]2)[CH:14]=1. The yield is 0.700. (3) The yield is 0.681. The product is [Cl:34][C:30]1[CH:29]=[C:28]([C:35]([CH:38]2[CH2:39][N:40]([C:42]([O:44][C:45]([CH3:48])([CH3:47])[CH3:46])=[O:43])[CH2:41]2)=[CH2:36])[C:27]([Cl:49])=[C:26]2[C:31]=1[CH2:32][CH2:33][N:24]([CH2:23][C:22]1[C:17](=[O:16])[NH:18][C:19]([CH3:53])=[CH:20][C:21]=1[O:51][CH3:52])[C:25]2=[O:50]. The reactants are FC(F)(F)S(O)(=O)=O.C([O:16][C:17]1[C:22]([CH2:23][N:24]2[CH2:33][CH2:32][C:31]3[C:26](=[C:27]([Cl:49])[C:28]([C:35]([CH:38]4[CH2:41][N:40]([C:42]([O:44][C:45]([CH3:48])([CH3:47])[CH3:46])=[O:43])[CH2:39]4)(O)[CH3:36])=[CH:29][C:30]=3[Cl:34])[C:25]2=[O:50])=[C:21]([O:51][CH3:52])[CH:20]=[C:19]([CH3:53])[N:18]=1)C1C=CC=CC=1.C(=O)(O)[O-].[Na+].C(OC(OC(C)(C)C)=O)(OC(C)(C)C)=O. The catalyst is ClCCl. (4) The product is [CH:5]1([CH2:8][N:9]([CH2:10][CH2:11][CH3:12])[C:16]([C:18]2[N:22]3[CH2:23][CH2:24][N:25]([C:26]4[C:27]([CH3:34])=[CH:28][C:29]([CH3:33])=[CH:30][C:31]=4[CH3:32])[C:21]3=[N:20][C:19]=2[CH3:35])=[O:17])[CH2:7][CH2:6]1. The reactants are C[Al](C)C.[CH:5]1([CH2:8][NH:9][CH2:10][CH2:11][CH3:12])[CH2:7][CH2:6]1.C(O[C:16]([C:18]1[N:22]2[CH2:23][CH2:24][N:25]([C:26]3[C:31]([CH3:32])=[CH:30][C:29]([CH3:33])=[CH:28][C:27]=3[CH3:34])[C:21]2=[N:20][C:19]=1[CH3:35])=[O:17])C.[OH-].[Na+]. The catalyst is C1C=CC=CC=1. The yield is 1.00. (5) The reactants are [C:1]([Si:5]([O:8][CH2:9][C:10]1[CH:15]=[CH:14][C:13](I)=[CH:12][CH:11]=1)([CH3:7])[CH3:6])([CH3:4])([CH3:3])[CH3:2].[Br:17][C:18]1[CH:23]=[CH:22][C:21](B(O)O)=[CH:20][C:19]=1[F:27]. No catalyst specified. The product is [Br:17][C:18]1[CH:23]=[CH:22][C:21]([C:13]2[CH:14]=[CH:15][C:10]([CH2:9][O:8][Si:5]([C:1]([CH3:4])([CH3:3])[CH3:2])([CH3:7])[CH3:6])=[CH:11][CH:12]=2)=[CH:20][C:19]=1[F:27]. The yield is 0.730. (6) The reactants are [O:1]1[CH2:6][CH2:5][CH2:4][CH2:3][CH:2]1[N:7]1[CH:11]=[CH:10][CH:9]=[N:8]1.C([Li])CCC.[O:17]=[C:18]1[N:22]([CH2:23][O:24][CH2:25][CH2:26][Si:27]([CH3:30])([CH3:29])[CH3:28])[C:21]2[CH:31]=[CH:32][C:33]([CH:35]=[O:36])=[CH:34][C:20]=2[S:19]1. The catalyst is O1CCCC1. The product is [OH:36][CH:35]([C:9]1[CH:10]=[CH:11][N:7]([CH:2]2[CH2:3][CH2:4][CH2:5][CH2:6][O:1]2)[N:8]=1)[C:33]1[CH:32]=[CH:31][C:21]2[N:22]([CH2:23][O:24][CH2:25][CH2:26][Si:27]([CH3:28])([CH3:29])[CH3:30])[C:18](=[O:17])[S:19][C:20]=2[CH:34]=1. The yield is 0.860. (7) The reactants are [NH2:1][C:2]1[N:7]=[C:6]([C:8]2[CH:13]=[C:12]([Br:14])[CH:11]=[CH:10][C:9]=2[OH:15])[CH:5]=[C:4](Cl)[N:3]=1.[Cl:17][C:18]1[CH:24]=[CH:23][C:21]([NH2:22])=[CH:20][CH:19]=1. No catalyst specified. The product is [NH2:1][C:2]1[N:7]=[C:6]([C:8]2[CH:13]=[C:12]([Br:14])[CH:11]=[CH:10][C:9]=2[OH:15])[CH:5]=[C:4]([NH:22][C:21]2[CH:23]=[CH:24][C:18]([Cl:17])=[CH:19][CH:20]=2)[N:3]=1. The yield is 0.930. (8) The reactants are [F:1][C:2]([F:12])([F:11])[C:3]1[CH:4]=[C:5]([CH2:9][OH:10])[CH:6]=[N:7][CH:8]=1.C(N(CC)CC)C.[CH3:20][S:21](Cl)(=[O:23])=[O:22]. The catalyst is ClCCl. The product is [CH3:20][S:21]([O:10][CH2:9][C:5]1[CH:6]=[N:7][CH:8]=[C:3]([C:2]([F:11])([F:1])[F:12])[CH:4]=1)(=[O:23])=[O:22]. The yield is 0.461. (9) The reactants are [Na].[C:2]([CH2:4][C:5](OCC)=[O:6])#[N:3].[NH2:10][C:11]([NH2:13])=[S:12].S(OC)(O[CH3:18])(=O)=O. The catalyst is O.CCO. The product is [NH2:3][C:2]1[N:13]=[C:11]([S:12][CH3:18])[N:10]=[C:5]([OH:6])[CH:4]=1. The yield is 0.830. (10) The reactants are C(Cl)(=O)C(Cl)=O.[K+].[K+].[NH:9]1[C:13]([C:14]([O-:16])=O)=[N:12][N:11]=[N:10]1.[NH:9]1[C:13]([C:14]([O-:16])=O)=[N:12][N:11]=[N:10]1.[C:25]([O:29][C:30]([C:32]1[C:40]2[CH2:39][CH2:38][O:37][CH2:36][C:35]=2[S:34][C:33]=1[NH2:41])=[O:31])([CH3:28])([CH3:27])[CH3:26].Cl. The catalyst is C(#N)C.O.N1C=CC=CC=1.CN(C)C=O. The product is [C:25]([O:29][C:30]([C:32]1[C:40]2[CH2:39][CH2:38][O:37][CH2:36][C:35]=2[S:34][C:33]=1[NH:41][C:14]([C:13]1[NH:12][N:11]=[N:10][N:9]=1)=[O:16])=[O:31])([CH3:28])([CH3:26])[CH3:27]. The yield is 0.700.